Dataset: Forward reaction prediction with 1.9M reactions from USPTO patents (1976-2016). Task: Predict the product of the given reaction. (1) Given the reactants [Br:1][C:2]1[CH:7]=[CH:6][C:5]([OH:8])=[CH:4][CH:3]=1.C(=O)([O-])[O-].[K+].[K+].[CH2:15](I)[CH3:16], predict the reaction product. The product is: [CH2:15]([O:8][C:5]1[CH:6]=[CH:7][C:2]([Br:1])=[CH:3][CH:4]=1)[CH3:16]. (2) Given the reactants C[C:2]1(C)[O:7][CH:6]([CH2:8][S:9][CH3:10])[CH:5]([CH2:11][N:12]([CH2:14][C:15]2[C:19]3[N:20]=[CH:21][N:22]=[C:23]([NH2:24])[C:18]=3[NH:17][CH:16]=2)[CH3:13])[CH2:4][O:3]1.Cl, predict the reaction product. The product is: [NH3:12].[CH3:2][OH:3].[NH2:24][C:23]1[C:18]2[NH:17][CH:16]=[C:15]([CH2:14][N:12]([CH2:11][CH:5]([CH:6]([OH:7])[CH2:8][S:9][CH3:10])[CH2:4][OH:3])[CH3:13])[C:19]=2[N:20]=[CH:21][N:22]=1.